From a dataset of Peptide-MHC class I binding affinity with 185,985 pairs from IEDB/IMGT. Regression. Given a peptide amino acid sequence and an MHC pseudo amino acid sequence, predict their binding affinity value. This is MHC class I binding data. (1) The peptide sequence is GTSGTEKEF. The MHC is HLA-B15:01 with pseudo-sequence HLA-B15:01. The binding affinity (normalized) is 0. (2) The peptide sequence is RYFKYWDQTY. The MHC is HLA-A30:02 with pseudo-sequence HLA-A30:02. The binding affinity (normalized) is 0.988. (3) The peptide sequence is RDPTTPLARA. The MHC is Patr-B2401 with pseudo-sequence Patr-B2401. The binding affinity (normalized) is 0.